Dataset: CYP2C19 inhibition data for predicting drug metabolism from PubChem BioAssay. Task: Regression/Classification. Given a drug SMILES string, predict its absorption, distribution, metabolism, or excretion properties. Task type varies by dataset: regression for continuous measurements (e.g., permeability, clearance, half-life) or binary classification for categorical outcomes (e.g., BBB penetration, CYP inhibition). Dataset: cyp2c19_veith. (1) The drug is CCCC[C@@H]1C[C@H]1C(NC(=O)c1cccnc1)c1ccc(Cl)cc1. The result is 1 (inhibitor). (2) The compound is CC(=O)c1c(O)c(C)c(O)c(Cc2c(O)c3c(c(C(=O)/C=C\c4ccccc4)c2O)OC(C)(C)C=C3)c1O. The result is 0 (non-inhibitor). (3) The compound is Cn1c(=O)n(CCC(=O)O)c2ccccc21. The result is 0 (non-inhibitor). (4) The molecule is Cc1ccccc1NC(=S)NC(=O)c1cc(-c2ccccc2)nc2ccccc12. The result is 1 (inhibitor). (5) The drug is CC(C)(C)c1ccc(O)c(CN(Cc2cc(C(C)(C)C)ccc2O)c2ccccc2)c1. The result is 0 (non-inhibitor). (6) The drug is O=C1c2ccccc2C(=O)N1CC1c2ccccc2CCN1S(=O)(=O)c1ccccc1. The result is 1 (inhibitor). (7) The drug is O=C(NCCCN1CCN(Cc2ccccc2)CC1)C1CCN(S(=O)(=O)N2CCCC2)CC1. The result is 0 (non-inhibitor).